From a dataset of Forward reaction prediction with 1.9M reactions from USPTO patents (1976-2016). Predict the product of the given reaction. Given the reactants [CH3:1][N:2]1[CH2:7][C@@H:6]([CH3:8])[N:5]([C:9]2[CH:14]=[CH:13][C:12]([N+:15]([O-])=O)=[CH:11][CH:10]=2)[CH2:4][C@@H:3]1[CH3:18], predict the reaction product. The product is: [CH3:8][C@H:6]1[CH2:7][N:2]([CH3:1])[C@H:3]([CH3:18])[CH2:4][N:5]1[C:9]1[CH:10]=[CH:11][C:12]([NH2:15])=[CH:13][CH:14]=1.